From a dataset of Retrosynthesis with 50K atom-mapped reactions and 10 reaction types from USPTO. Predict the reactants needed to synthesize the given product. (1) Given the product CCOc1cc(C(CC(=O)N2CCOCC2)N2Cc3cccc(NC(C)=O)c3C2=O)ccc1OC(F)F, predict the reactants needed to synthesize it. The reactants are: C1COCCN1.CCOc1cc(C(CC(=O)O)N2Cc3cccc(NC(C)=O)c3C2=O)ccc1OC(F)F. (2) Given the product CN1CCC(Oc2ccc([N+](=O)[O-])cc2Cl)C1, predict the reactants needed to synthesize it. The reactants are: CN1CCC(O)C1.O=[N+]([O-])c1ccc(O)c(Cl)c1. (3) Given the product CC(C)(C)OC(=O)N1CCC2(CC1)CCN(c1ccncc1)C2, predict the reactants needed to synthesize it. The reactants are: CC(C)(C)OC(=O)N1CCC2(CCNC2)CC1.Clc1ccncc1.